The task is: Token-level Classification. Given an antigen amino acid sequence, predict which amino acid positions are active epitope sites capable of antibody binding. Output is a list of indices for active positions.. This data is from B-cell epitopes from IEDB database with 3,159 antigens for binding position prediction. (1) Given the antigen sequence: MTTCRLLCALLALALCCCLTACTTANGGSTSSTPPSGTDNKPATGEAPSQPGASSGEAEASSNKNDGSLSSSAWVSAPLALAASALAYTALG, which amino acid positions are active epitope sites? The epitope positions are: [18, 19, 20, 21, 22, 23, 24, 25]. The amino acids at these positions are: LTACTTAN. (2) Given the antigen sequence: IAGPEWLLDRPSVNNSQLVVSVAGTVEGTNQEISLKFFEIDLTSRPAHGGKTEQGLSPKSKPFATNSSAMPHKLEKADLLKAIQEQLIANVHSNDGYFEVIDFASDATITDRNGKVYFADRDDSVTLPTQPVQEFLLSGHVRVRPYQPKAVHNSAERVNVNYEVSFVSETGNLDFTPSLKERYHLTTLAVGDSLSSQELAAIAQFILSKEHPDYIITKRDSSIVTHDNDIFRTILPMDQEFTYHIKDREQAYKANSKTGIVEKTNNTDLISEKYYVLKKGEEPYDPFDRSHLKLFTIKYVDVDTNELLKSEQLLTASERNLDFRDLYDPRDKAKLLYNNLDAFGIMDYTLTGKVEDNHNDTNRIITVYMGKRPEGENASYHLAYDKDRYTEEEREVYSYLRYTGTPIPDNPKDK, which amino acid positions are active epitope sites? The epitope positions are: [41, 42, 43, 44, 45, 46, 47, 48]. The amino acids at these positions are: LTSRPAHG. (3) The epitope positions are: [27, 28, 29, 30, 31, 32, 33, 34]. The amino acids at these positions are: TITGVDVS. Given the antigen sequence: MKLVRFLMKLSHETVTIELKNGTQVHGTITGVDVSMNTHLKAVKMTLKNREPVQLETLSIRGNNIRYFILPDSLPLDTLLVDVEPKVKSKKREAVAGRGRGRGRGRGRGRGRGRGGPRR, which amino acid positions are active epitope sites? (4) Given the antigen sequence: MMMTGRVLLVCALCVLWCGVCGGGRAETTPAASPGNTSDGNTQNDSTGVAGGGVQNGQQAAQQAAAPTTSELPGTPPSPSLAPQSGGKASEKASETIEKKDQNTEEKKKQEKKEEEEEKEEKEEEEPVTGTTEGISAGGQEQPSLSSGAEGASNITNPNSTPTTGDDDPAADVAGTAEGKQNENKESNPKETPVESTAMKTTTATTGDSDGSTAISHTTSPLLLLLLVACAAAAAVVAA, which amino acid positions are active epitope sites? The epitope positions are: [26, 27, 28, 29, 30, 31, 32, 33, 34, 35, 36, 37, 38, 39, 40]. The amino acids at these positions are: ETTPAASPGNTSDGN. (5) Given the antigen sequence: RFLEYSTGECYFFNGTERVRFLDRYFYNQEEYVRFDSDVGEYRAVTELGRPDAEYWNSQKDILEDERAAVDTYCRHNYGVVESFTVQRR, which amino acid positions are active epitope sites? The epitope positions are: [35, 36, 37, 38, 39, 40]. The amino acids at these positions are: DSDVGE. (6) Given the antigen sequence: MWLPVYVPLLLVFGVSLSLPHGSLGTDSSSLRGVDADTEKRINVGKTHLQTLRNLETRCHDSLQALVVIDAGSSSTRTNVFLAKTRSCPNKGRSIDPDSIQLIREGKRFTGLRVVLEEWLDTYAGKDWESRPVDARLLFQYVPQMHEGAKKLMQLLEEDTVAILDSQLNEEQKVQVKALGIPVMLCSTAGVRDFHEWYRDALFVLLRHLINNPSPAHGYKFFTNPFWTRPITGAEEGLFAFITLNHLSRRLGEDPARCMIDEYGVKHCRNDLAGVVEVGGASAQIVFPLQEGTVLPSSVRAVNLQRERLLPERYPSADVVSVSFMQLGMASSAGLFLKELCSNDEFLQGGICSNPCLFKGFQQSCSAGEVEVRPDGSASVNEDVRKNRLKPLATYCSVHNPEISFKVTNEMQCRENSIDPTKPLAERMKIENCSIIEGTGNFDKCVSQVESILVAPKLPLPANIEAASSGFESVDQVFRFASSTAPMFITGREMLASIDT..., which amino acid positions are active epitope sites? The epitope positions are: [484, 485, 486, 487, 488, 489, 490, 491, 492, 493, 494, 495, 496, 497, 498, 499, 500, 501]. The amino acids at these positions are: APMFITGREMLASIDTLK.